Dataset: Catalyst prediction with 721,799 reactions and 888 catalyst types from USPTO. Task: Predict which catalyst facilitates the given reaction. (1) Reactant: Cl[C:2]1[CH:7]=[C:6]([CH2:8][N:9]2[C:13]([CH3:15])([CH3:14])[C:12](=[O:16])[N:11]([C:17]3[CH:22]=[CH:21][C:20]([S:23]([C:26]([F:29])([F:28])[F:27])(=[O:25])=[O:24])=[CH:19][CH:18]=3)[C:10]2=[O:30])[CH:5]=[CH:4][N:3]=1.[CH3:31][NH:32][C:33]([NH2:35])=[O:34].C(=O)([O-])[O-].[Cs+].[Cs+].CC1(C)C2C=CC=C(P(C3C=CC=CC=3)C3C=CC=CC=3)C=2OC2C1=CC=CC=2P(C1C=CC=CC=1)C1C=CC=CC=1. Product: [CH3:14][C:13]1([CH3:15])[N:9]([CH2:8][C:6]2[CH:5]=[CH:4][N:3]=[C:2]([NH:35][C:33]([NH:32][CH3:31])=[O:34])[CH:7]=2)[C:10](=[O:30])[N:11]([C:17]2[CH:22]=[CH:21][C:20]([S:23]([C:26]([F:29])([F:28])[F:27])(=[O:25])=[O:24])=[CH:19][CH:18]=2)[C:12]1=[O:16]. The catalyst class is: 160. (2) Reactant: C([O:3][C:4](=[O:33])[CH:5]([C:10]1[CH:15]=[C:14]([O:16][CH2:17][C:18]([F:21])([F:20])[F:19])[C:13]([C:22]2[CH:27]=[CH:26][C:25]([C:28]([F:31])([F:30])[F:29])=[CH:24][CH:23]=2)=[C:12]([Cl:32])[CH:11]=1)[CH2:6][CH:7]([CH3:9])[CH3:8])C.[Li+].[OH-]. Product: [Cl:32][C:12]1[CH:11]=[C:10]([CH:5]([CH2:6][CH:7]([CH3:9])[CH3:8])[C:4]([OH:33])=[O:3])[CH:15]=[C:14]([O:16][CH2:17][C:18]([F:20])([F:21])[F:19])[C:13]=1[C:22]1[CH:23]=[CH:24][C:25]([C:28]([F:29])([F:30])[F:31])=[CH:26][CH:27]=1. The catalyst class is: 200. (3) Reactant: C(OC(=O)[NH:7][C@@H:8]1[CH2:13][CH2:12][C@@H:11]([N:14]=[N+:15]=[N-:16])[C@H:10]([CH3:17])[CH2:9]1)(C)(C)C.[ClH:19].C(OC)(C)(C)C. Product: [ClH:19].[N:14]([C@@H:11]1[CH2:12][CH2:13][C@@H:8]([NH2:7])[CH2:9][C@H:10]1[CH3:17])=[N+:15]=[N-:16]. The catalyst class is: 1. (4) The catalyst class is: 21. Product: [ClH:2].[OH:3][C:4]([C:34]1[CH:35]=[CH:36][CH:37]=[CH:38][CH:39]=1)([C:28]1[CH:29]=[CH:30][CH:31]=[CH:32][CH:33]=1)[CH:5]1[CH2:10][CH2:9][N:8]([CH2:11][CH2:12][CH2:13][CH:14]([C:16]2[CH:21]=[CH:20][C:19]([C:22]([CH3:27])([CH3:26])[C:23]([OH:25])=[O:24])=[CH:18][CH:17]=2)[OH:15])[CH2:7][CH2:6]1. Reactant: O.[ClH:2].[OH:3][C:4]([C:34]1[CH:39]=[CH:38][CH:37]=[CH:36][CH:35]=1)([C:28]1[CH:33]=[CH:32][CH:31]=[CH:30][CH:29]=1)[CH:5]1[CH2:10][CH2:9][N:8]([CH2:11][CH2:12][CH2:13][CH:14]([C:16]2[CH:21]=[CH:20][C:19]([C:22]([CH3:27])([CH3:26])[C:23]([OH:25])=[O:24])=[CH:18][CH:17]=2)[OH:15])[CH2:7][CH2:6]1.O.